From a dataset of Full USPTO retrosynthesis dataset with 1.9M reactions from patents (1976-2016). Predict the reactants needed to synthesize the given product. (1) Given the product [CH2:27]([CH2:26][CH:34]([OH:38])[C:35]([NH2:37])=[O:36])[CH2:28][CH2:29][CH2:30][CH2:31][CH2:32][CH2:33][CH3:1], predict the reactants needed to synthesize it. The reactants are: [CH2:1](NC(=O)C(C)O)CCCCCCC.[OH-].[K+].C(O)(=O)C(C)O.C1OC1.[CH2:26]([C:34](C)([OH:38])[C:35]([NH2:37])=[O:36])[CH2:27][CH2:28][CH2:29][CH2:30][CH2:31][CH2:32][CH3:33]. (2) Given the product [NH2:11][C:6]1[C:3]([C:4]#[N:5])=[C:2]([CH2:13][CH2:12][CH3:17])[N:9]=[C:8]([NH2:10])[CH:7]=1, predict the reactants needed to synthesize it. The reactants are: Br[C:2]1[N:9]=[C:8]([NH2:10])[CH:7]=[C:6]([NH2:11])[C:3]=1[C:4]#[N:5].[C:12]1(C)[CH:17]=CC=C[C:13]=1P(C1C=CC=CC=1C)C1C=CC=CC=1C. (3) The reactants are: [CH2:1]([N:8]([CH2:20][CH:21]=[O:22])[C:9]([CH:11]1[C:14]2[CH:15]=[C:16]([Cl:19])[CH:17]=[CH:18][C:13]=2[CH2:12]1)=[O:10])[C:2]1[CH:7]=[CH:6][CH:5]=[CH:4][CH:3]=1. Given the product [CH2:1]([N:8]1[C:9](=[O:10])[C@H:11]2[C:14]3[CH:15]=[C:16]([Cl:19])[CH:17]=[CH:18][C:13]=3[CH2:12][O:22][C@H:21]2[CH2:20]1)[C:2]1[CH:7]=[CH:6][CH:5]=[CH:4][CH:3]=1, predict the reactants needed to synthesize it. (4) Given the product [CH3:18][O:17][C:14]1[CH:15]=[CH:16][C:11]([C:9]([C:8]2[C:4]3[C:3](=[O:26])[C:2](=[O:1])[C:24]4[C:19](=[CH:20][CH:21]=[CH:22][CH:23]=4)[C:5]=3[O:6][CH:7]=2)=[O:10])=[CH:12][CH:13]=1, predict the reactants needed to synthesize it. The reactants are: [OH:1][C:2]1[C:24]2[C:19](=[CH:20][CH:21]=[CH:22][CH:23]=2)[C:5]2[O:6][CH:7]=[C:8]([C:9]([C:11]3[CH:16]=[CH:15][C:14]([O:17][CH3:18])=[CH:13][CH:12]=3)=[O:10])[C:4]=2[CH:3]=1.[N+]([O-])(O)=[O:26].O.C(Cl)Cl.CO.